Dataset: Retrosynthesis with 50K atom-mapped reactions and 10 reaction types from USPTO. Task: Predict the reactants needed to synthesize the given product. (1) Given the product C=Cc1ccc(OC(=O)CCl)cc1, predict the reactants needed to synthesize it. The reactants are: C=Cc1ccc(O)cc1.O=C(Cl)CCl. (2) The reactants are: CC(C)COC(=O)Nc1cccc(Cn2ccc3cc(C(=O)O)ccc32)c1.NS(=O)(=O)c1ccccc1. Given the product CC(C)COC(=O)Nc1cccc(Cn2ccc3cc(C(=O)NS(=O)(=O)c4ccccc4)ccc32)c1, predict the reactants needed to synthesize it. (3) Given the product CC(C)(C)Oc1cc(Cc2ccc(OC(F)(F)F)cc2)c2cc(C(O)(c3ccc(Cl)cc3)c3nccs3)ccc2n1, predict the reactants needed to synthesize it. The reactants are: CC(C)(C)Oc1cc(Br)c2cc(C(O)(c3ccc(Cl)cc3)c3nccs3)ccc2n1.CC1(C)OB(Cc2ccc(OC(F)(F)F)cc2)OC1(C)C. (4) Given the product COc1cc(N)ccc1Oc1ccc(Cl)c(Cl)c1, predict the reactants needed to synthesize it. The reactants are: COc1cc([N+](=O)[O-])ccc1Oc1ccc(Cl)c(Cl)c1. (5) The reactants are: C=C(OCC)[Sn](CCCC)(CCCC)CCCC.CSc1nc(N)nc(-c2ccc(Br)o2)c1C#N. Given the product C=C(OCC)c1ccc(-c2nc(N)nc(SC)c2C#N)o1, predict the reactants needed to synthesize it. (6) The reactants are: CCOC(=O)C(=Cc1ccc(N2CCC(=O)CC2)cc1)C(=O)OCC.CS(=O)(=O)Nc1cc(C(O)CN)ccc1O. Given the product CCOC(=O)C(=Cc1ccc(N2CCC(NCC(O)c3ccc(O)c(NS(C)(=O)=O)c3)CC2)cc1)C(=O)OCC, predict the reactants needed to synthesize it. (7) Given the product CC1=NC2(CCNCC2)C(=O)Nc2ccccc21, predict the reactants needed to synthesize it. The reactants are: CC1=NC2(CCN(C(=O)OCc3ccccc3)CC2)C(=O)Nc2ccccc21. (8) Given the product O=C(O)C(F)(F)F, predict the reactants needed to synthesize it. The reactants are: COC(=O)[C@H](CNC(=O)OC(C)(C)C)NC(=O)c1sc(C(=O)NCc2ccc(F)c(O)c2)cc1C. (9) The reactants are: COc1ccc(B(O)O)cc1.O=S(=O)(OC1=CCC2(CC1)OCCO2)C(F)(F)F. Given the product COc1ccc(C2=CCC3(CC2)OCCO3)cc1, predict the reactants needed to synthesize it. (10) Given the product CC(C)(C)OC(=O)Nc1noc2cc(Br)ccc12, predict the reactants needed to synthesize it. The reactants are: CC(C)(C)OC(=O)OC(=O)OC(C)(C)C.Nc1noc2cc(Br)ccc12.